Dataset: Forward reaction prediction with 1.9M reactions from USPTO patents (1976-2016). Task: Predict the product of the given reaction. Given the reactants [CH3:1][N:2]([CH3:27])[CH2:3][CH2:4][NH:5][C:6]([C:8]1[C:21]2[C:12](=[N:13][C:14]3[C:19]([N:20]=2)=[C:18]2[CH:22]=[CH:23][CH:24]=[C:25]([OH:26])[C:17]2=[CH:16][CH:15]=3)[CH:11]=[CH:10][CH:9]=1)=[O:7].C(N(CC)CC)C.[CH2:35]([N:37]=[C:38]=[O:39])[CH3:36], predict the reaction product. The product is: [CH3:1][N:2]([CH3:27])[CH2:3][CH2:4][NH:5][C:6]([C:8]1[C:21]2[C:12](=[N:13][C:14]3[C:19]([N:20]=2)=[C:18]2[CH:22]=[CH:23][CH:24]=[C:25]([O:26][C:38](=[O:39])[NH:37][CH2:35][CH3:36])[C:17]2=[CH:16][CH:15]=3)[CH:11]=[CH:10][CH:9]=1)=[O:7].